Dataset: Forward reaction prediction with 1.9M reactions from USPTO patents (1976-2016). Task: Predict the product of the given reaction. (1) Given the reactants Cl[C:2]1[C:7]([C:8]2[NH:12][N:11]=[C:10]([C:13]3[CH:18]=[CH:17][CH:16]=[C:15]([F:19])[CH:14]=3)[CH:9]=2)=[CH:6][CH:5]=[CH:4][N:3]=1.[C:20]([CH:22]1[CH2:27][CH2:26][NH:25][CH2:24][CH2:23]1)#[N:21].C(N(CC)CC)C, predict the reaction product. The product is: [F:19][C:15]1[CH:14]=[C:13]([C:10]2[CH:9]=[C:8]([C:7]3[C:2]([N:25]4[CH2:26][CH2:27][CH:22]([C:20]#[N:21])[CH2:23][CH2:24]4)=[N:3][CH:4]=[CH:5][CH:6]=3)[NH:12][N:11]=2)[CH:18]=[CH:17][CH:16]=1. (2) Given the reactants [NH:1]1[C:9]2[C:4](=[CH:5][C:6]([O:10][C:11]3[C:12]4[CH2:19][N:18](C(OC(C)(C)C)=O)[CH2:17][C:13]=4[N:14]=[CH:15][N:16]=3)=[CH:7][CH:8]=2)[CH:3]=[CH:2]1.[H-].[Na+].[C:29]([C:33]1[O:37][N:36]=[C:35]([NH:38][C:39](=O)[O:40]C2C=CC=CC=2)[CH:34]=1)([CH3:32])([CH3:31])[CH3:30], predict the reaction product. The product is: [C:29]([C:33]1[O:37][N:36]=[C:35]([NH:38][C:39]([N:1]2[C:9]3[C:4](=[CH:5][C:6]([O:10][C:11]4[C:12]5[CH2:19][NH:18][CH2:17][C:13]=5[N:14]=[CH:15][N:16]=4)=[CH:7][CH:8]=3)[CH:3]=[CH:2]2)=[O:40])[CH:34]=1)([CH3:32])([CH3:30])[CH3:31]. (3) Given the reactants Cl.[CH2:2]([CH:9]1[CH2:14][CH2:13][CH2:12][NH:11][CH2:10]1)[C:3]1[CH:8]=[CH:7][CH:6]=[CH:5][CH:4]=1.Br[CH2:16][CH2:17][CH2:18][CH2:19][C:20]([O:22][CH3:23])=[O:21].C(=O)([O-])[O-].[K+].[K+], predict the reaction product. The product is: [CH3:23][O:22][C:20](=[O:21])[CH2:19][CH2:18][CH2:17][CH2:16][N:11]1[CH2:12][CH2:13][CH2:14][CH:9]([CH2:2][C:3]2[CH:8]=[CH:7][CH:6]=[CH:5][CH:4]=2)[CH2:10]1.